From a dataset of Forward reaction prediction with 1.9M reactions from USPTO patents (1976-2016). Predict the product of the given reaction. Given the reactants [CH2:1]([O:5][C:6](=[O:11])[C@H:7]([CH2:9][SH:10])[NH2:8])[CH:2]([CH3:4])[CH3:3].[CH3:12][C@@:13](C(O)=O)(CS)[NH2:14].S([O-])([O-])(=O)=O.[CH2:25]([N+](CCCC)(CCCC)CCCC)CCC.C([N+](CCCC)(CCCC)CCCC)CCC.[C:59]([O:63][C:64](NCCBr)=[O:65])([CH3:62])([CH3:61])[CH3:60], predict the reaction product. The product is: [C:64]([NH:8][C@:7]([CH3:25])([C:6]([O:5][CH2:1][CH:2]([CH3:4])[CH3:3])=[O:11])[CH2:9][S:10][CH2:12][CH2:13][NH2:14])([O:63][C:59]([CH3:60])([CH3:61])[CH3:62])=[O:65].